Dataset: Forward reaction prediction with 1.9M reactions from USPTO patents (1976-2016). Task: Predict the product of the given reaction. Given the reactants [C:1]([OH:8])(=O)[CH2:2][CH2:3][CH2:4][C:5]#[CH:6].CCN=C=NCCCN(C)C.Cl.[NH:21]1[CH2:26][CH2:25][O:24][CH2:23][CH2:22]1, predict the reaction product. The product is: [O:24]1[CH2:25][CH2:26][N:21]([C:1](=[O:8])[CH2:2][CH2:3][CH2:4][C:5]#[CH:6])[CH2:22][CH2:23]1.